From a dataset of CYP2D6 inhibition data for predicting drug metabolism from PubChem BioAssay. Regression/Classification. Given a drug SMILES string, predict its absorption, distribution, metabolism, or excretion properties. Task type varies by dataset: regression for continuous measurements (e.g., permeability, clearance, half-life) or binary classification for categorical outcomes (e.g., BBB penetration, CYP inhibition). Dataset: cyp2d6_veith. (1) The drug is COc1cc(/C=C(/C#N)c2nc3ccccc3[nH]2)ccc1OCC(=O)Nc1ccccc1C. The result is 0 (non-inhibitor). (2) The molecule is CC1=NN(c2ccc(S(=O)(=O)O)cc2)C(=O)/C1=C\c1ccc(Cl)cc1.c1ccncc1. The result is 0 (non-inhibitor). (3) The molecule is O=C(Cc1ccc(Cl)cc1)NNC(=O)Nc1cccc2ccccc12. The result is 0 (non-inhibitor). (4) The drug is Clc1ccc(SCc2cc(-c3ccccc3)no2)cc1. The result is 0 (non-inhibitor).